Dataset: Forward reaction prediction with 1.9M reactions from USPTO patents (1976-2016). Task: Predict the product of the given reaction. Given the reactants Br[C:2]1[CH:7]=[CH:6][CH:5]=[CH:4][C:3]=1[C:8]1[N:9]([CH2:13][O:14][CH2:15][CH2:16][Si:17]([CH3:20])([CH3:19])[CH3:18])[CH:10]=[CH:11][N:12]=1.[F:21][C:22]1[CH:27]=[C:26]([F:28])[CH:25]=[CH:24][C:23]=1[CH2:29][CH2:30][C:31]1[CH:36]=[CH:35][C:34]([S:37](C2C=CC=CC=2)(=[O:39])=[O:38])=[CH:33][CH:32]=1, predict the reaction product. The product is: [F:21][C:22]1[CH:27]=[C:26]([F:28])[CH:25]=[CH:24][C:23]=1/[CH:29]=[CH:30]/[C:31]1[CH:36]=[CH:35][C:34]([S:37]([C:2]2[CH:7]=[CH:6][CH:5]=[CH:4][C:3]=2[C:8]2[N:9]([CH2:13][O:14][CH2:15][CH2:16][Si:17]([CH3:20])([CH3:19])[CH3:18])[CH:10]=[CH:11][N:12]=2)(=[O:39])=[O:38])=[CH:33][CH:32]=1.